This data is from Catalyst prediction with 721,799 reactions and 888 catalyst types from USPTO. The task is: Predict which catalyst facilitates the given reaction. (1) Reactant: [NH2:1][C:2]1[C:11]([C:12]2[CH:17]=[CH:16][C:15]([O:18][CH2:19][C:20]3C=CC=CC=3)=[CH:14][CH:13]=2)=[N:10][C:9]([C:26]2[CH:31]=[CH:30][C:29]([O:32][CH3:33])=[CH:28][CH:27]=2)=[CH:8][C:3]=1[C:4](OC)=[O:5].N([O-])=O.[Na+].[N-:38]=[N+]=[N-].[Na+].C([O:44][CH2:45]C)C. Product: [CH3:45][O:44][CH2:20][CH2:19][O:18][C:15]1[CH:16]=[CH:17][C:12]2[C:11]3[N:10]=[C:9]([C:26]4[CH:27]=[CH:28][C:29]([O:32][CH3:33])=[CH:30][CH:31]=4)[CH:8]=[C:3]([C:4]([NH2:38])=[O:5])[C:2]=3[NH:1][C:13]=2[CH:14]=1. The catalyst class is: 55. (2) Reactant: [CH3:1][C:2]1[C:3]([C:17]([O:19][CH3:20])=[O:18])=[C:4]2[N:9]([C:10]=1[C:11]1[CH:12]=[N:13][CH:14]=[CH:15][CH:16]=1)[CH:8]=[CH:7][CH:6]=[CH:5]2.[CH3:21][S:22]([OH:25])(=[O:24])=[O:23]. Product: [CH3:21][S:22]([OH:25])(=[O:24])=[O:23].[CH3:1][C:2]1[C:3]([C:17]([O:19][CH3:20])=[O:18])=[C:4]2[N:9]([C:10]=1[C:11]1[CH:12]=[N:13][CH:14]=[CH:15][CH:16]=1)[CH:8]=[CH:7][CH:6]=[CH:5]2. The catalyst class is: 8. (3) Reactant: [S:1]1[C:5]2=[CH:6][CH:7]=[CH:8][C:9]([CH:10]=O)=[C:4]2[N:3]=[CH:2]1.[CH2:12]([O:14][CH:15]([O:18][CH2:19][CH3:20])[CH2:16][NH2:17])[CH3:13].C(O)(=O)C.C([BH3-])#N.[Na+]. Product: [S:1]1[C:5]2[CH:6]=[CH:7][CH:8]=[C:9]([CH2:10][NH:17][CH2:16][CH:15]([O:18][CH2:19][CH3:20])[O:14][CH2:12][CH3:13])[C:4]=2[N:3]=[CH:2]1. The catalyst class is: 5. (4) Reactant: [C:1]1(=[O:14])[C:6]2[S:7][C:8]3[CH2:13][CH2:12][CH2:11][CH2:10][C:9]=3[C:5]=2[CH2:4][CH2:3][NH:2]1.[C:15]([O:18][CH2:19][C:20]1[C:25]([Br:26])=[CH:24][CH:23]=[CH:22][C:21]=1Br)(=[O:17])[CH3:16].C(=O)([O-])[O-].[Cs+].[Cs+].CNCCNC. Product: [C:15]([O:18][CH2:19][C:20]1[C:21]([N:2]2[CH2:3][CH2:4][C:5]3[C:9]4[CH2:10][CH2:11][CH2:12][CH2:13][C:8]=4[S:7][C:6]=3[C:1]2=[O:14])=[CH:22][CH:23]=[CH:24][C:25]=1[Br:26])(=[O:17])[CH3:16]. The catalyst class is: 246. (5) Reactant: [C:1]([O:5][C:6]([NH:8][C:9]1[CH:14]=[CH:13][C:12]([CH2:15][C@H:16]([NH:22][C:23](=[O:32])[O:24][CH2:25][C:26]2[CH:31]=[CH:30][CH:29]=[CH:28][CH:27]=2)[C:17](=[O:21])[C:18]([CH3:20])=[CH2:19])=[CH:11][CH:10]=1)=[O:7])([CH3:4])([CH3:3])[CH3:2].CCOC(C)=O. Product: [C:1]([O:5][C:6]([NH:8][C:9]1[CH:14]=[CH:13][C:12]([CH2:15][C@H:16]([NH:22][C:23](=[O:32])[O:24][CH2:25][C:26]2[CH:27]=[CH:28][CH:29]=[CH:30][CH:31]=2)[C@H:17]([OH:21])[C:18]([CH3:20])=[CH2:19])=[CH:11][CH:10]=1)=[O:7])([CH3:2])([CH3:3])[CH3:4]. The catalyst class is: 22. (6) Reactant: [C:1]([O:4][CH:5]1[C:9]2=[N:10][CH:11]=[C:12]([NH2:28])[C:13]([N:14]3[CH2:19][CH2:18][CH2:17][C@H:16]([NH:20][C:21]([O:23][C:24]([CH3:27])([CH3:26])[CH3:25])=[O:22])[CH2:15]3)=[C:8]2[CH2:7][CH2:6]1)(=[O:3])[CH3:2].[F:29][C:30]1[CH:35]=[CH:34][CH:33]=[C:32]([F:36])[C:31]=1[C:37]1[N:42]=[C:41]([C:43](O)=[O:44])[CH:40]=[CH:39][C:38]=1[F:46].CN(C(ON1N=NC2C=CC=NC1=2)=[N+](C)C)C.F[P-](F)(F)(F)(F)F.CCN(C(C)C)C(C)C. Product: [C:1]([O:4][CH:5]1[C:9]2=[N:10][CH:11]=[C:12]([NH:28][C:43]([C:41]3[CH:40]=[CH:39][C:38]([F:46])=[C:37]([C:31]4[C:30]([F:29])=[CH:35][CH:34]=[CH:33][C:32]=4[F:36])[N:42]=3)=[O:44])[C:13]([N:14]3[CH2:19][CH2:18][CH2:17][C@H:16]([NH:20][C:21]([O:23][C:24]([CH3:27])([CH3:26])[CH3:25])=[O:22])[CH2:15]3)=[C:8]2[CH2:7][CH2:6]1)(=[O:3])[CH3:2]. The catalyst class is: 3. (7) Reactant: [Cl:1][C:2]1[CH:7]=[CH:6][C:5]([NH:8][C:9](=[O:14])[C:10]([F:13])([F:12])[F:11])=[C:4]([CH2:15][N:16]2[CH2:21][CH2:20][O:19][CH2:18][CH2:17]2)[CH:3]=1.[N+:22]([O-])([O-:24])=[O:23].[K+].C([O-])([O-])=O.[K+].[K+]. Product: [Cl:1][C:2]1[CH:7]=[C:6]([N+:22]([O-:24])=[O:23])[C:5]([NH:8][C:9](=[O:14])[C:10]([F:13])([F:11])[F:12])=[C:4]([CH2:15][N:16]2[CH2:21][CH2:20][O:19][CH2:18][CH2:17]2)[CH:3]=1. The catalyst class is: 65.